The task is: Regression. Given two drug SMILES strings and cell line genomic features, predict the synergy score measuring deviation from expected non-interaction effect.. This data is from NCI-60 drug combinations with 297,098 pairs across 59 cell lines. (1) Drug 1: CC1=C(C=C(C=C1)NC2=NC=CC(=N2)N(C)C3=CC4=NN(C(=C4C=C3)C)C)S(=O)(=O)N.Cl. Drug 2: CC1C(C(CC(O1)OC2CC(CC3=C2C(=C4C(=C3O)C(=O)C5=C(C4=O)C(=CC=C5)OC)O)(C(=O)CO)O)N)O.Cl. Cell line: SF-539. Synergy scores: CSS=75.1, Synergy_ZIP=3.52, Synergy_Bliss=4.07, Synergy_Loewe=9.45, Synergy_HSA=10.3. (2) Drug 1: C1CC(=O)NC(=O)C1N2C(=O)C3=CC=CC=C3C2=O. Drug 2: CC(C)CN1C=NC2=C1C3=CC=CC=C3N=C2N. Cell line: K-562. Synergy scores: CSS=5.71, Synergy_ZIP=-6.44, Synergy_Bliss=-12.2, Synergy_Loewe=-6.10, Synergy_HSA=-6.74. (3) Drug 1: C(CC(=O)O)C(=O)CN.Cl. Drug 2: C1C(C(OC1N2C=NC(=NC2=O)N)CO)O. Cell line: OVCAR-5. Synergy scores: CSS=4.57, Synergy_ZIP=-6.01, Synergy_Bliss=-3.11, Synergy_Loewe=-3.75, Synergy_HSA=-4.29. (4) Drug 1: C1CCC(CC1)NC(=O)N(CCCl)N=O. Drug 2: CCC1(C2=C(COC1=O)C(=O)N3CC4=CC5=C(C=CC(=C5CN(C)C)O)N=C4C3=C2)O.Cl. Cell line: HT29. Synergy scores: CSS=25.0, Synergy_ZIP=-8.15, Synergy_Bliss=2.17, Synergy_Loewe=-7.37, Synergy_HSA=2.36. (5) Drug 1: C1C(C(OC1N2C=C(C(=O)NC2=O)F)CO)O. Drug 2: C(CC(=O)O)C(=O)CN.Cl. Cell line: SF-539. Synergy scores: CSS=50.9, Synergy_ZIP=-4.96, Synergy_Bliss=-6.01, Synergy_Loewe=-6.08, Synergy_HSA=-1.02. (6) Drug 1: C1CCN(CC1)CCOC2=CC=C(C=C2)C(=O)C3=C(SC4=C3C=CC(=C4)O)C5=CC=C(C=C5)O. Drug 2: C1=C(C(=O)NC(=O)N1)N(CCCl)CCCl. Cell line: SK-MEL-28. Synergy scores: CSS=6.71, Synergy_ZIP=-2.49, Synergy_Bliss=-1.82, Synergy_Loewe=-5.56, Synergy_HSA=-4.52.